Dataset: Reaction yield outcomes from USPTO patents with 853,638 reactions. Task: Predict the reaction yield, written as a fraction of the theoretical maximum amount of product (1.0 means a 100% yield; for example, 0.34 means a 34% yield). The reactants are [F:1][C:2]1[N:6]([CH3:7])[N:5]=[C:4]([CH3:8])[C:3]=1[C:9](Cl)=[O:10].[CH3:12][O:13][C:14]1[C:15]([CH2:22][NH:23][CH:24]2[CH2:26][CH2:25]2)=[N:16][CH:17]=[CH:18][C:19]=1[O:20][CH3:21].C(N(CC)CC)C.CCCCC.C(OCC)(=O)C. The catalyst is ClCCl. The product is [CH:24]1([N:23]([CH2:22][C:15]2[C:14]([O:13][CH3:12])=[C:19]([O:20][CH3:21])[CH:18]=[CH:17][N:16]=2)[C:9]([C:3]2[C:4]([CH3:8])=[N:5][N:6]([CH3:7])[C:2]=2[F:1])=[O:10])[CH2:25][CH2:26]1. The yield is 0.920.